This data is from Catalyst prediction with 721,799 reactions and 888 catalyst types from USPTO. The task is: Predict which catalyst facilitates the given reaction. (1) Reactant: [N:1]1([C:7]2[N:18]=[CH:17][CH:16]=[CH:15][C:8]=2[C:9]([O:11][CH:12]([CH3:14])[CH3:13])=[O:10])[CH2:6][CH2:5][NH:4][CH2:3][CH2:2]1.[OH:19][CH2:20][C:21]1[CH:22]=[C:23]([CH:26]=[CH:27][CH:28]=1)[CH:24]=O.[BH-](OC(C)=O)(OC(C)=O)OC(C)=O.[Na+].O. Product: [OH:19][CH2:20][C:21]1[CH:22]=[C:23]([CH2:24][N:4]2[CH2:5][CH2:6][N:1]([C:7]3[C:8]([C:9]([O:11][CH:12]([CH3:14])[CH3:13])=[O:10])=[CH:15][CH:16]=[CH:17][N:18]=3)[CH2:2][CH2:3]2)[CH:26]=[CH:27][CH:28]=1. The catalyst class is: 1. (2) Reactant: [Br:1][CH2:2][CH2:3][CH2:4][O:5][C:6]1[CH:11]=[CH:10][CH:9]=[CH:8][CH:7]=1.[O:12]=[C:13]([O:31][C@@H:32]1[CH:37]2[CH2:38][CH2:39][N:34]([CH2:35][CH2:36]2)[CH2:33]1)[CH:14]([NH:21][C:22]1[CH:26]=[CH:25][S:24][C:23]=1[C:27]([O:29][CH3:30])=[O:28])[C:15]1[CH:20]=[CH:19][CH:18]=[CH:17][CH:16]=1. Product: [Br-:1].[CH3:30][O:29][C:27]([C:23]1[S:24][CH:25]=[CH:26][C:22]=1[NH:21][CH:14]([C:15]1[CH:20]=[CH:19][CH:18]=[CH:17][CH:16]=1)[C:13]([O:31][C@@H:32]1[CH:37]2[CH2:36][CH2:35][N+:34]([CH2:2][CH2:3][CH2:4][O:5][C:6]3[CH:11]=[CH:10][CH:9]=[CH:8][CH:7]=3)([CH2:39][CH2:38]2)[CH2:33]1)=[O:12])=[O:28]. The catalyst class is: 25.